From a dataset of Catalyst prediction with 721,799 reactions and 888 catalyst types from USPTO. Predict which catalyst facilitates the given reaction. (1) Reactant: N[C:2]1[C:3]([Cl:13])=[CH:4][C:5]([Br:12])=[C:6]2[C:11]=1[N:10]=[CH:9][CH:8]=[CH:7]2.S(=O)(=O)(O)O.N([O-])=O.[Na+].N1C2C(=CC=CC=2)C=CC=1.O[PH2]=O.[OH-].[Na+]. Product: [Br:12][C:5]1[CH:4]=[C:3]([Cl:13])[CH:2]=[C:11]2[C:6]=1[CH:7]=[CH:8][CH:9]=[N:10]2. The catalyst class is: 6. (2) Reactant: [H-].[Na+].[C:3]([NH:6][C:7]1[CH:12]=[CH:11][CH:10]=[CH:9][C:8]=1[OH:13])(=[O:5])[CH3:4].Cl[CH:15]1[CH2:19][CH2:18][CH:17]=[CH:16]1. Product: [CH:19]1([O:13][C:8]2[CH:9]=[CH:10][CH:11]=[CH:12][C:7]=2[NH:6][C:3](=[O:5])[CH3:4])[CH2:18][CH2:17][CH:16]=[CH:15]1. The catalyst class is: 3. (3) Reactant: C(OC(=O)[NH:7][CH2:8][C:9]1[CH:14]=[CH:13][C:12]([CH2:15][NH:16][C:17]([N:19]2[CH2:24][CH2:23][N:22]([C:25](=[O:34])[CH2:26][NH:27][C:28](=[O:33])[CH:29]([OH:32])[CH2:30][OH:31])[CH2:21][CH2:20]2)=[O:18])=[CH:11][CH:10]=1)(C)(C)C.Cl. Product: [NH2:7][CH2:8][C:9]1[CH:14]=[CH:13][C:12]([CH2:15][NH:16][C:17]([N:19]2[CH2:20][CH2:21][N:22]([C:25](=[O:34])[CH2:26][NH:27][C:28](=[O:33])[CH:29]([OH:32])[CH2:30][OH:31])[CH2:23][CH2:24]2)=[O:18])=[CH:11][CH:10]=1. The catalyst class is: 158.